Dataset: Catalyst prediction with 721,799 reactions and 888 catalyst types from USPTO. Task: Predict which catalyst facilitates the given reaction. (1) Reactant: [Cl:1][C:2]1[CH:7]=[CH:6][C:5]([N:8]2[C:12]([C:13]3[CH:18]=[CH:17][C:16]([CH2:19][CH2:20][OH:21])=[CH:15][CH:14]=3)=[CH:11][C:10]([C:22]([F:25])([F:24])[F:23])=[N:9]2)=[CH:4][CH:3]=1.C(N(CC)CC)C.[CH3:33][S:34](Cl)(=[O:36])=[O:35]. Product: [CH3:33][S:34]([O:21][CH2:20][CH2:19][C:16]1[CH:17]=[CH:18][C:13]([C:12]2[N:8]([C:5]3[CH:6]=[CH:7][C:2]([Cl:1])=[CH:3][CH:4]=3)[N:9]=[C:10]([C:22]([F:23])([F:25])[F:24])[CH:11]=2)=[CH:14][CH:15]=1)(=[O:36])=[O:35]. The catalyst class is: 4. (2) Reactant: [OH:1][C@@:2]1([CH3:33])[CH2:7][CH2:6][C@H:5]2[C@H:8]3[C@H:18]([CH2:19][CH2:20][C@:3]12[CH3:4])[C@:16]1([CH3:17])[C:11](=[CH:12][C:13](=[O:21])[CH2:14][CH2:15]1)[CH2:10][C@H:9]3[CH2:22][CH2:23][CH2:24][CH2:25][C:26]1[CH:31]=[CH:30][CH:29]=[C:28]([OH:32])[CH:27]=1.Br[CH2:35][CH2:36][CH2:37][CH2:38][C:39]([O:41][CH2:42][CH3:43])=[O:40].C1OCCOCCOCCOCCOCCOC1.C(=O)([O-])[O-].[K+].[K+].[Cl-].[NH4+]. Product: [OH:1][C@@:2]1([CH3:33])[CH2:7][CH2:6][C@H:5]2[C@H:8]3[C@H:18]([CH2:19][CH2:20][C@:3]12[CH3:4])[C@:16]1([CH3:17])[C:11](=[CH:12][C:13](=[O:21])[CH2:14][CH2:15]1)[CH2:10][C@H:9]3[CH2:22][CH2:23][CH2:24][CH2:25][C:26]1[CH:31]=[CH:30][CH:29]=[C:28]([O:32][CH2:35][CH2:36][CH2:37][CH2:38][C:39]([O:41][CH2:42][CH3:43])=[O:40])[CH:27]=1. The catalyst class is: 80. (3) Reactant: [N:1]1[CH:6]=[CH:5][N:4]=[CH:3][C:2]=1[NH:7][C:8](=[O:15])OCC(Cl)(Cl)Cl.[F:16][C:17]1[CH:18]=[C:19]([C:23]2[N:24]=[C:25]([CH:28]3[CH2:33][CH2:32][NH:31][CH2:30][CH2:29]3)[S:26][CH:27]=2)[CH:20]=[CH:21][CH:22]=1.C(N(C(C)C)CC)(C)C.O. Product: [F:16][C:17]1[CH:18]=[C:19]([C:23]2[N:24]=[C:25]([CH:28]3[CH2:33][CH2:32][N:31]([C:8]([NH:7][C:2]4[CH:3]=[N:4][CH:5]=[CH:6][N:1]=4)=[O:15])[CH2:30][CH2:29]3)[S:26][CH:27]=2)[CH:20]=[CH:21][CH:22]=1. The catalyst class is: 16. (4) Product: [F:46][C:43]1[CH:44]=[CH:45][C:40]([C:38]2[O:39][C:35]3[CH:34]=[C:33]([N:28]([CH2:27][CH2:26][OH:25])[S:29]([CH3:32])(=[O:31])=[O:30])[C:52]([C:53]4[CH:54]=[C:55]([CH:61]=[CH:62][CH:63]=4)[C:56]([OH:58])=[O:57])=[CH:51][C:36]=3[C:37]=2[C:47](=[O:50])[NH:48][CH3:49])=[CH:41][CH:42]=1. The catalyst class is: 31. Reactant: BrCCO[Si](C(C)(C)C)(C)C.C([O-])([O-])=O.[Na+].[Na+].[Si]([O:25][CH2:26][CH2:27][N:28]([C:33]1[C:52]([C:53]2[CH:54]=[C:55]([CH:61]=[CH:62][CH:63]=2)[C:56]([O:58]CC)=[O:57])=[CH:51][C:36]2[C:37]([C:47](=[O:50])[NH:48][CH3:49])=[C:38]([C:40]3[CH:45]=[CH:44][C:43]([F:46])=[CH:42][CH:41]=3)[O:39][C:35]=2[CH:34]=1)[S:29]([CH3:32])(=[O:31])=[O:30])(C(C)(C)C)(C)C.[OH-].[Na+]. (5) Reactant: [Si]([O:18][CH2:19][C:20]1[C:21]([N:37]2[CH2:42][C@H:41]([CH3:43])[O:40][C@H:39]([CH3:44])[CH2:38]2)=[C:22]([F:36])[C:23]2[O:27][N:26]=[C:25]([C:28]3[CH:33]=[N:32][CH:31]=[C:30]([Cl:34])[N:29]=3)[C:24]=2[CH:35]=1)(C(C)(C)C)(C1C=CC=CC=1)C1C=CC=CC=1.Cl. Product: [Cl:34][C:30]1[N:29]=[C:28]([C:25]2[C:24]3[CH:35]=[C:20]([CH2:19][OH:18])[C:21]([N:37]4[CH2:42][C@H:41]([CH3:43])[O:40][C@H:39]([CH3:44])[CH2:38]4)=[C:22]([F:36])[C:23]=3[O:27][N:26]=2)[CH:33]=[N:32][CH:31]=1. The catalyst class is: 653. (6) Reactant: [OH:1][CH2:2][CH2:3][N:4]([CH3:33])[C:5]([C:7]1[CH:15]=[C:14]2[C:10]([C:11]3([CH2:32][CH2:31]3)[CH2:12][N:13]2[C:16]2[N:21]=[CH:20][C:19](B3OC(C)(C)C(C)(C)O3)=[CH:18][N:17]=2)=[CH:9][CH:8]=1)=[O:6].Br[C:35]1[CH:40]=[C:39]([Cl:41])[CH:38]=[C:37]([O:42][CH3:43])[N:36]=1.C([O-])([O-])=O.[K+].[K+]. Product: [Cl:41][C:39]1[CH:38]=[C:37]([O:42][CH3:43])[N:36]=[C:35]([C:19]2[CH:18]=[N:17][C:16]([N:13]3[C:14]4[C:10](=[CH:9][CH:8]=[C:7]([C:5]([N:4]([CH2:3][CH2:2][OH:1])[CH3:33])=[O:6])[CH:15]=4)[C:11]4([CH2:32][CH2:31]4)[CH2:12]3)=[N:21][CH:20]=2)[CH:40]=1. The catalyst class is: 77.